This data is from Full USPTO retrosynthesis dataset with 1.9M reactions from patents (1976-2016). The task is: Predict the reactants needed to synthesize the given product. (1) The reactants are: [CH2:1]([NH:8][N:9]=[CH:10][C:11](=[O:13])[CH3:12])[C:2]1[CH:7]=[CH:6][CH:5]=[CH:4][CH:3]=1.[C:14]([C:18]1[CH:23]=[CH:22][C:21]([C:24](=O)[CH:25]=[O:26])=[CH:20][CH:19]=1)([CH3:17])([CH3:16])[CH3:15]. Given the product [C:14]([C:18]1[CH:23]=[CH:22][C:21]([C:24]2[N:8]([CH2:1][C:2]3[CH:3]=[CH:4][CH:5]=[CH:6][CH:7]=3)[N:9]=[C:10]([C:11](=[O:13])[CH3:12])[C:25]=2[OH:26])=[CH:20][CH:19]=1)([CH3:17])([CH3:16])[CH3:15], predict the reactants needed to synthesize it. (2) Given the product [F:39][C:40]([F:45])([F:44])[C:41]([OH:43])=[O:42].[Cl:32][C:29]1[CH:30]=[CH:31][C:26]([C:11]2([C:24]#[N:25])[CH:10]([CH2:34][C:35]([CH3:38])([CH3:37])[CH3:36])[NH:9][CH:8]([C:6]([OH:7])=[O:5])[CH:12]2[C:13]2[CH:18]=[CH:17][C:16]([C:19]([F:21])([F:22])[F:20])=[C:15]([Cl:23])[CH:14]=2)=[C:27]([F:33])[CH:28]=1, predict the reactants needed to synthesize it. The reactants are: C([O:5][C:6]([CH:8]1[CH:12]([C:13]2[CH:18]=[CH:17][C:16]([C:19]([F:22])([F:21])[F:20])=[C:15]([Cl:23])[CH:14]=2)[C:11]([C:26]2[CH:31]=[CH:30][C:29]([Cl:32])=[CH:28][C:27]=2[F:33])([C:24]#[N:25])[CH:10]([CH2:34][C:35]([CH3:38])([CH3:37])[CH3:36])[NH:9]1)=[O:7])(C)(C)C.[F:39][C:40]([F:45])([F:44])[C:41]([OH:43])=[O:42]. (3) Given the product [F:18][C:15]1[CH:16]=[CH:17][C:12]([CH:8]([C:5]2[CH:4]=[CH:3][C:2]([F:1])=[CH:7][CH:6]=2)[C:9]([NH:19][CH2:20][CH2:21][CH2:22][N:23]2[CH2:28][CH2:27][CH:26]([C:29]3[CH:30]=[C:31]([NH:35][C:36](=[O:41])[O:37][CH:38]([CH3:39])[CH3:40])[CH:32]=[CH:33][CH:34]=3)[CH2:25][CH2:24]2)=[O:11])=[CH:13][CH:14]=1, predict the reactants needed to synthesize it. The reactants are: [F:1][C:2]1[CH:7]=[CH:6][C:5]([CH:8]([C:12]2[CH:17]=[CH:16][C:15]([F:18])=[CH:14][CH:13]=2)[C:9]([OH:11])=O)=[CH:4][CH:3]=1.[NH2:19][CH2:20][CH2:21][CH2:22][N:23]1[CH2:28][CH2:27][CH:26]([C:29]2[CH:30]=[C:31]([NH:35][C:36](=[O:41])[O:37][CH:38]([CH3:40])[CH3:39])[CH:32]=[CH:33][CH:34]=2)[CH2:25][CH2:24]1.